The task is: Predict which catalyst facilitates the given reaction.. This data is from Catalyst prediction with 721,799 reactions and 888 catalyst types from USPTO. (1) Reactant: [OH:1][C:2]1[CH:3]=[C:4]2[C:9](=[CH:10][CH:11]=1)[N:8]=[C:7]([C:12]([O:14][CH3:15])=[O:13])[CH:6]=[CH:5]2.C(=O)([O-])[O-].[Cs+].[Cs+].[C:22]([O:26][C:27](=[O:30])[CH2:28]Br)([CH3:25])([CH3:24])[CH3:23]. Product: [C:22]([O:26][C:27](=[O:30])[CH2:28][O:1][C:2]1[CH:3]=[C:4]2[C:9](=[CH:10][CH:11]=1)[N:8]=[C:7]([C:12]([O:14][CH3:15])=[O:13])[CH:6]=[CH:5]2)([CH3:25])([CH3:24])[CH3:23]. The catalyst class is: 39. (2) Reactant: [CH3:1][C@:2]12[C@@:19]3([CH3:20])[C@@H:10]([C@:11]4([CH3:33])[C@@H:16]([CH2:17][CH2:18]3)[C:15]([CH3:22])([CH3:21])[C:14]([C:23]3[CH:32]=[CH:31][C:26]([C:27]([O:29][CH3:30])=[O:28])=[CH:25][CH:24]=3)=[CH:13][CH2:12]4)[CH2:9][CH2:8][C@@H:7]1[C@H:6]1[C@H:34]([C:37]([CH3:39])=[CH2:38])[CH2:35][CH2:36][C@:5]1([NH:40][CH2:41][CH2:42][N:43]1[CH2:48][CH2:47][NH:46][CH2:45][CH2:44]1)[CH2:4][CH2:3]2.CCN(C(C)C)C(C)C.[CH:58]1([S:61](Cl)(=[O:63])=[O:62])[CH2:60][CH2:59]1. Product: [CH:58]1([S:61]([N:46]2[CH2:45][CH2:44][N:43]([CH2:42][CH2:41][NH:40][C@:5]34[CH2:36][CH2:35][C@@H:34]([C:37]([CH3:39])=[CH2:38])[C@@H:6]3[C@@H:7]3[C@@:2]([CH3:1])([CH2:3][CH2:4]4)[C@@:19]4([CH3:20])[C@@H:10]([C@:11]5([CH3:33])[C@@H:16]([CH2:17][CH2:18]4)[C:15]([CH3:21])([CH3:22])[C:14]([C:23]4[CH:32]=[CH:31][C:26]([C:27]([O:29][CH3:30])=[O:28])=[CH:25][CH:24]=4)=[CH:13][CH2:12]5)[CH2:9][CH2:8]3)[CH2:48][CH2:47]2)(=[O:63])=[O:62])[CH2:60][CH2:59]1. The catalyst class is: 4.